Dataset: Full USPTO retrosynthesis dataset with 1.9M reactions from patents (1976-2016). Task: Predict the reactants needed to synthesize the given product. Given the product [Cl:1][C:2]1[CH:7]=[CH:6][C:5]([O:8][CH3:9])=[CH:4][N:3]=1, predict the reactants needed to synthesize it. The reactants are: [Cl:1][C:2]1[CH:7]=[CH:6][C:5]([OH:8])=[CH:4][N:3]=1.[CH3:9]I.C[O-].[Na+].[Cl-].[NH4+].